From a dataset of Reaction yield outcomes from USPTO patents with 853,638 reactions. Predict the reaction yield, written as a fraction of the theoretical maximum amount of product (1.0 means a 100% yield; for example, 0.34 means a 34% yield). The reactants are [C:1](N1C=CN=C1)([N:3]1[CH:7]=[CH:6][N:5]=[CH:4]1)=[O:2].[CH2:13]([NH:16][C:17]1[N:22]=[C:21]([NH:23][CH2:24][CH:25]=[CH2:26])[N:20]=[C:19]([N:27]2[CH2:32][CH2:31][NH:30][CH2:29][CH2:28]2)[N:18]=1)[CH:14]=[CH2:15].C1CCN2C(=NCCC2)CC1.C(OCC)(=O)C. The catalyst is C1COCC1.CCCCCC. The product is [N:3]1([C:1]([N:30]2[CH2:29][CH2:28][N:27]([C:19]3[N:18]=[C:17]([NH:16][CH2:13][CH:14]=[CH2:15])[N:22]=[C:21]([NH:23][CH2:24][CH:25]=[CH2:26])[N:20]=3)[CH2:32][CH2:31]2)=[O:2])[CH:7]=[CH:6][N:5]=[CH:4]1. The yield is 0.639.